This data is from Reaction yield outcomes from USPTO patents with 853,638 reactions. The task is: Predict the reaction yield, written as a fraction of the theoretical maximum amount of product (1.0 means a 100% yield; for example, 0.34 means a 34% yield). (1) The catalyst is C(Cl)(Cl)Cl. The product is [Br:1][C:2]1[CH:8]=[CH:7][CH:6]=[C:4]2[C:3]=1[CH:9]=[N:22][NH:5]2. The reactants are [Br:1][C:2]1[C:3]([CH3:9])=[C:4]([CH:6]=[CH:7][CH:8]=1)[NH2:5].C(OC(=O)C)(=O)C.C([O-])(=O)C.[K+].[N:22](OCCC(C)C)=O. The yield is 0.340. (2) The reactants are [CH2:1]1[C:5]2(CCCC3(CCCC3)[C:6]2=[O:15])[CH2:4]CC1.C1C2(CCCCC2=O)CCC1.C[Mg]Cl.[Cl-].[NH4+].[CH3:32][C:33]1([OH:47])[C:42]2([CH2:46][CH2:45][CH2:44][CH2:43]2)[CH2:41][CH2:40][CH2:39][C:34]21[CH2:38][CH2:37][CH2:36][CH2:35]2. The catalyst is O1CCCC1. The product is [C:6]([O:47][C:33]1([CH3:32])[C:34]2([CH2:35][CH2:36][CH2:37][CH2:38]2)[CH2:39][CH2:40][CH2:41][C:42]21[CH2:43][CH2:44][CH2:45][CH2:46]2)(=[O:15])[C:5]([CH3:1])=[CH2:4]. The yield is 0.970. (3) The reactants are [CH3:1][O:2][C:3]([C:5]1[C:6]([C:18]#[C:19][CH2:20][O:21][CH3:22])=[N:7][C:8]([N:12]2[CH2:17][CH2:16][O:15][CH2:14][CH2:13]2)=[CH:9][C:10]=1[CH3:11])=[O:4]. The catalyst is CO.[Pd]. The product is [CH3:1][O:2][C:3]([C:5]1[C:6]([CH2:18][CH2:19][CH2:20][O:21][CH3:22])=[N:7][C:8]([N:12]2[CH2:17][CH2:16][O:15][CH2:14][CH2:13]2)=[CH:9][C:10]=1[CH3:11])=[O:4]. The yield is 0.950. (4) The reactants are [CH:1]([CH:3]1[CH2:8][CH2:7][N:6]([C:9]([O:11][C:12]([CH3:15])([CH3:14])[CH3:13])=[O:10])[CH2:5][CH2:4]1)=O.[OH-].[K+].[CH3:18][C:19](=[O:22])[CH:20]=[CH2:21]. The catalyst is CCO. The product is [O:22]=[C:19]1[CH2:20][CH2:21][C:3]2([CH2:8][CH2:7][N:6]([C:9]([O:11][C:12]([CH3:15])([CH3:14])[CH3:13])=[O:10])[CH2:5][CH2:4]2)[CH:1]=[CH:18]1. The yield is 0.418. (5) The reactants are [OH:1][C:2]1[CH:3]=[C:4]([CH2:8][C:9]([NH:11][C:12]2[C:21]3[C:16](=[CH:17][CH:18]=[CH:19][CH:20]=3)[CH:15]=[CH:14][CH:13]=2)=[O:10])[CH:5]=[CH:6][CH:7]=1.[CH2:22](Br)[C:23]1[CH:28]=[CH:27][CH:26]=[CH:25][CH:24]=1.C(=O)([O-])[O-].[K+].[K+]. The catalyst is CC(C)=O. The product is [C:12]1([NH:11][C:9](=[O:10])[CH2:8][C:4]2[CH:5]=[CH:6][CH:7]=[C:2]([O:1][CH2:22][C:23]3[CH:28]=[CH:27][CH:26]=[CH:25][CH:24]=3)[CH:3]=2)[C:21]2[C:16](=[CH:17][CH:18]=[CH:19][CH:20]=2)[CH:15]=[CH:14][CH:13]=1. The yield is 0.480. (6) The reactants are Br[C:2]1[N:7]=[C:6]2[N:8]([CH2:11][C:12]3[CH:13]=[C:14]4[C:19](=[CH:20][CH:21]=3)[N:18]=[CH:17][CH:16]=[CH:15]4)[N:9]=[N:10][C:5]2=[N:4][CH:3]=1.C([Sn](CCCC)(CCCC)[C:27]([O:29][CH2:30][CH3:31])=[CH2:28])CCC. The catalyst is CN(C=O)C.C1C=CC([P]([Pd]([P](C2C=CC=CC=2)(C2C=CC=CC=2)C2C=CC=CC=2)([P](C2C=CC=CC=2)(C2C=CC=CC=2)C2C=CC=CC=2)[P](C2C=CC=CC=2)(C2C=CC=CC=2)C2C=CC=CC=2)(C2C=CC=CC=2)C2C=CC=CC=2)=CC=1. The product is [CH2:30]([O:29][C:27]([C:2]1[N:7]=[C:6]2[N:8]([CH2:11][C:12]3[CH:13]=[C:14]4[C:19](=[CH:20][CH:21]=3)[N:18]=[CH:17][CH:16]=[CH:15]4)[N:9]=[N:10][C:5]2=[N:4][CH:3]=1)=[CH2:28])[CH3:31]. The yield is 0.620. (7) The reactants are [CH:1]([NH:4][C:5]([C@@H:7]1[CH2:12][CH2:11][C@H:10]([N:13]2[C:21]3[CH:20]=[C:19]([O:22][CH2:23][CH2:24][N:25]4[CH2:30][CH2:29][CH2:28][CH2:27][CH2:26]4)[N:18]=[CH:17][C:16]=3[NH:15]/[C:14]/2=[N:31]\[C:32]([C:34]2[CH:35]=[CH:36]C3C=CS[C:38]=3[CH:42]=2)=[O:33])[CH2:9][CH2:8]1)=[O:6])([CH3:3])[CH3:2].C(O)(=O)C1C=C[N:47]=CC=1. No catalyst specified. The product is [CH:1]([NH:4][C:5]([C@@H:7]1[CH2:8][CH2:9][C@H:10]([N:13]2[C:21]3[CH:20]=[C:19]([O:22][CH2:23][CH2:24][N:25]4[CH2:30][CH2:29][CH2:28][CH2:27][CH2:26]4)[N:18]=[CH:17][C:16]=3[NH:15]/[C:14]/2=[N:31]\[C:32](=[O:33])[C:34]2[CH:35]=[CH:36][N:47]=[CH:38][CH:42]=2)[CH2:11][CH2:12]1)=[O:6])([CH3:2])[CH3:3]. The yield is 0.442. (8) The reactants are [NH2:1][C:2]1[CH:28]=[CH:27][C:5]([CH2:6][C@H:7]2[CH2:11][CH2:10][C@H:9]([C@H:12]([OH:19])[C:13]3[CH:18]=[CH:17][CH:16]=[CH:15][CH:14]=3)[N:8]2[C:20]([O:22][C:23]([CH3:26])([CH3:25])[CH3:24])=[O:21])=[CH:4][C:3]=1[Br:29].[NH2:30][C:31]1[S:32][CH:33]=[C:34]([CH2:36][C:37](O)=[O:38])[N:35]=1.C1C=CC2N(O)N=NC=2C=1.CCN(C(C)C)C(C)C. The catalyst is CN(C=O)C.C(Cl)CCl. The product is [NH2:30][C:31]1[S:32][CH:33]=[C:34]([CH2:36][C:37]([NH:1][C:2]2[CH:28]=[CH:27][C:5]([CH2:6][C@H:7]3[CH2:11][CH2:10][C@H:9]([C@H:12]([OH:19])[C:13]4[CH:18]=[CH:17][CH:16]=[CH:15][CH:14]=4)[N:8]3[C:20]([O:22][C:23]([CH3:24])([CH3:25])[CH3:26])=[O:21])=[CH:4][C:3]=2[Br:29])=[O:38])[N:35]=1. The yield is 0.810.